From a dataset of Full USPTO retrosynthesis dataset with 1.9M reactions from patents (1976-2016). Predict the reactants needed to synthesize the given product. (1) The reactants are: [NH2:1][C:2]1[CH:10]=[CH:9][CH:8]=[C:7]2[C:3]=1[C:4](=[O:25])[N:5]([C:12]1([F:24])[CH2:17][CH:16]([O:18]C(=O)C)[C:15](=[O:22])[NH:14][C:13]1=[O:23])[C:6]2=[O:11].C1(C)C=CC(S(O)(=O)=O)=CC=1. Given the product [NH2:1][C:2]1[CH:10]=[CH:9][CH:8]=[C:7]2[C:3]=1[C:4](=[O:25])[N:5]([C:12]1([F:24])[CH2:17][CH:16]([OH:18])[C:15](=[O:22])[NH:14][C:13]1=[O:23])[C:6]2=[O:11], predict the reactants needed to synthesize it. (2) Given the product [CH3:24][O:23][C:20]1[CH:21]=[CH:22][C:17]([CH2:16][N:15]([CH2:25][C:26]2[CH:31]=[CH:30][C:29]([O:32][CH3:33])=[CH:28][CH:27]=2)[C:10]2[N:9]=[C:8]([C:7]3[CH:6]=[CH:5][N:4]=[CH:3][C:2]=3[NH:34][C:35]3[CH:40]=[N:39][C:38]([O:41][CH3:42])=[CH:37][CH:36]=3)[N:13]=[C:12]([CH3:14])[N:11]=2)=[CH:18][CH:19]=1, predict the reactants needed to synthesize it. The reactants are: Cl[C:2]1[CH:3]=[N:4][CH:5]=[CH:6][C:7]=1[C:8]1[N:13]=[C:12]([CH3:14])[N:11]=[C:10]([N:15]([CH2:25][C:26]2[CH:31]=[CH:30][C:29]([O:32][CH3:33])=[CH:28][CH:27]=2)[CH2:16][C:17]2[CH:22]=[CH:21][C:20]([O:23][CH3:24])=[CH:19][CH:18]=2)[N:9]=1.[NH2:34][C:35]1[CH:36]=[CH:37][C:38]([O:41][CH3:42])=[N:39][CH:40]=1.CC([O-])(C)C.[Na+].O1CCOCC1. (3) Given the product [Br:13][C:10]1[CH:9]=[CH:8][C:6]([NH2:7])=[CH:5][C:4]=1[O:3][C:2]([F:11])([F:12])[F:1].[Br:13][C:8]1[CH:9]=[CH:10][C:4]([O:3][C:2]([F:11])([F:12])[F:1])=[CH:5][C:6]=1[NH2:7], predict the reactants needed to synthesize it. The reactants are: [F:1][C:2]([F:12])([F:11])[O:3][C:4]1[CH:5]=[C:6]([CH:8]=[CH:9][CH:10]=1)[NH2:7].[Br:13]N1C(=O)CCC1=O. (4) Given the product [OH:9][CH2:10][C@H:5]1[C@H:6]([OH:7])[CH:13]=[CH:14][CH2:1][O:4]1, predict the reactants needed to synthesize it. The reactants are: [CH2:1]([O:4][C@@H:5]1[CH2:10][O:9]C(C)(C)[O:7][C@H:6]1[CH:13]=[CH2:14])C=C.Cl.C([O-])(O)=O.[Na+]. (5) Given the product [Cl:1][C:2]1[CH:7]=[CH:6][CH:5]=[C:4]([C:22]([CH:24]2[CH2:29][CH2:28][N:27]([CH3:30])[CH2:26][CH2:25]2)=[O:23])[N:3]=1, predict the reactants needed to synthesize it. The reactants are: [Cl:1][C:2]1[CH:7]=[CH:6][CH:5]=[CH:4][N:3]=1.C([Li])CCC.CN(C)CCO.CON(C)[C:22]([CH:24]1[CH2:29][CH2:28][N:27]([CH3:30])[CH2:26][CH2:25]1)=[O:23]. (6) Given the product [N:1]1([C:6]2[C:7]3[N:8]([C:18]([C:21]([O:23][CH2:24][CH3:25])=[O:22])=[CH:19][N:16]=3)[CH:9]=[C:10]([C:12]([F:13])([F:15])[F:14])[CH:11]=2)[CH:5]=[N:4][CH:3]=[N:2]1, predict the reactants needed to synthesize it. The reactants are: [N:1]1([C:6]2[C:7]([NH2:16])=[N:8][CH:9]=[C:10]([C:12]([F:15])([F:14])[F:13])[CH:11]=2)[CH:5]=[N:4][CH:3]=[N:2]1.Cl[C:18]([C:21]([O:23][CH2:24][CH3:25])=[O:22])=[CH:19][O-].[K+].S(=O)(=O)(O)O. (7) Given the product [ClH:26].[CH2:7]1[C:16]2[C:11](=[CH:12][CH:13]=[CH:14][CH:15]=2)[CH2:10][CH2:9][N:8]1[C:17]1[N:18]=[CH:19][CH:20]=[C:21]2[C:3]([CH3:4])=[C:2]([CH3:1])[NH:23][C:22]=12, predict the reactants needed to synthesize it. The reactants are: [CH3:1][C:2]([Mg]Br)=[CH:3][CH3:4].[CH2:7]1[C:16]2[C:11](=[CH:12][CH:13]=[CH:14][CH:15]=2)[CH2:10][CH2:9][N:8]1[C:17]1[C:22]([N+:23]([O-])=O)=[CH:21][CH:20]=[CH:19][N:18]=1.[Cl-:26].[NH4+]. (8) Given the product [CH3:56][N:45]([CH2:44][C:41]1[NH:40][C:39]2[CH:38]=[CH:37][CH:36]=[C:35]([NH:34][C:57]([C:58]3[CH:59]=[N:60][CH:61]=[CH:62][CH:63]=3)=[O:64])[C:43]=2[N:42]=1)[CH:46]1[C:55]2[N:54]=[CH:53][CH:52]=[CH:51][C:50]=2[CH2:49][CH2:48][CH2:47]1, predict the reactants needed to synthesize it. The reactants are: C(N(CC1NC2C=CC(C(NCCC3N=CNC=3)=O)=CC=2N=1)C1C2N=CC=CC=2CCC1)C.[NH2:34][C:35]1[C:43]2[N:42]=[C:41]([CH2:44][N:45]([CH3:56])[CH:46]3[C:55]4[N:54]=[CH:53][CH:52]=[CH:51][C:50]=4[CH2:49][CH2:48][CH2:47]3)[NH:40][C:39]=2[CH:38]=[CH:37][CH:36]=1.[C:57](O)(=[O:64])[C:58]1[CH:63]=[CH:62][CH:61]=[N:60][CH:59]=1.O=C1N(P(Cl)(N2CCOC2=O)=O)CCO1.C(N(CC)C(C)C)(C)C.